This data is from Forward reaction prediction with 1.9M reactions from USPTO patents (1976-2016). The task is: Predict the product of the given reaction. (1) Given the reactants Br[C:2]1[CH:3]=[C:4]2[C:9](=[CH:10][CH:11]=1)[N:8]=[CH:7][C:6]([C:12](=[O:14])[CH3:13])=[C:5]2[NH:15][C:16]1[CH:17]=[N:18][N:19]([CH:21]2[CH2:26][CH2:25][N:24]([CH3:27])[CH2:23][CH2:22]2)[CH:20]=1.[Cl:28][C:29]1[CH:34]=[C:33](B2OC(C)(C)C(C)(C)O2)[CH:32]=[C:31]([Cl:44])[C:30]=1[OH:45].C([O-])([O-])=O.[Cs+].[Cs+].[ClH:52], predict the reaction product. The product is: [ClH:28].[ClH:52].[Cl:28][C:29]1[CH:34]=[C:33]([C:2]2[CH:3]=[C:4]3[C:9](=[CH:10][CH:11]=2)[N:8]=[CH:7][C:6]([C:12](=[O:14])[CH3:13])=[C:5]3[NH:15][C:16]2[CH:17]=[N:18][N:19]([CH:21]3[CH2:26][CH2:25][N:24]([CH3:27])[CH2:23][CH2:22]3)[CH:20]=2)[CH:32]=[C:31]([Cl:44])[C:30]=1[OH:45]. (2) Given the reactants [N:1]1[CH:6]=[CH:5][CH:4]=[CH:3][C:2]=1[C:7]1[CH:12]=[CH:11][C:10]([CH2:13][C:14]([OH:16])=O)=[CH:9][CH:8]=1.O.ON1C2C=CC=CC=2N=N1.CNCC1[S:32][C:33]([S:36]([NH2:39])(=[O:38])=[O:37])=CN=1.Cl.CN(C)CC[CH2:45][N:46]=[C:47]=[N:48][CH2:49][CH3:50], predict the reaction product. The product is: [NH2:39][S:36]([C:33]1[S:32][C:47]([N:46]([CH3:45])[C:14](=[O:16])[CH2:13][C:10]2[CH:9]=[CH:8][C:7]([C:2]3[CH:3]=[CH:4][CH:5]=[CH:6][N:1]=3)=[CH:12][CH:11]=2)=[N:48][C:49]=1[CH3:50])(=[O:38])=[O:37].